This data is from Full USPTO retrosynthesis dataset with 1.9M reactions from patents (1976-2016). The task is: Predict the reactants needed to synthesize the given product. (1) Given the product [O-:9][N+:23]1[C:18]2[CH2:17][CH2:16][CH2:15][N:14]([CH:24]3[CH2:25][CH2:26][N:27]([C:30]([O:32][CH2:33][C:34]4[CH:35]=[CH:36][CH:37]=[CH:38][CH:39]=4)=[O:31])[CH2:28][CH2:29]3)[C:13](=[O:12])[C:19]=2[CH:20]=[CH:21][CH:22]=1, predict the reactants needed to synthesize it. The reactants are: ClC1C=CC=C(C(OO)=[O:9])C=1.[O:12]=[C:13]1[C:19]2[CH:20]=[CH:21][CH:22]=[N:23][C:18]=2[CH2:17][CH2:16][CH2:15][N:14]1[CH:24]1[CH2:29][CH2:28][N:27]([C:30]([O:32][CH2:33][C:34]2[CH:39]=[CH:38][CH:37]=[CH:36][CH:35]=2)=[O:31])[CH2:26][CH2:25]1.S(OS([O-])=O)([O-])=O.[Na+].[Na+]. (2) Given the product [C:1]([NH:4][S:5]([C:8]1[CH:13]=[CH:12][CH:11]=[CH:10][C:9]=1[C:14]1[N:19]=[CH:18][C:17]([CH2:20][N:21]2[C:25]([CH2:26][CH2:27][CH3:28])=[CH:24][C:23]([C:35]([NH:61][C@H:62]([CH2:68][C:69]3[CH:74]=[CH:73][CH:72]=[CH:71][CH:70]=3)[C@@H:63]([OH:67])[C:64]([OH:66])=[O:65])=[O:36])=[N:22]2)=[CH:16][CH:15]=1)(=[O:7])=[O:6])(=[O:3])[CH3:2], predict the reactants needed to synthesize it. The reactants are: [C:1]([NH:4][S:5]([C:8]1[CH:13]=[CH:12][CH:11]=[CH:10][C:9]=1[C:14]1[N:19]=[CH:18][C:17]([CH2:20][N:21]2[C:25]([CH2:26][CH2:27][CH3:28])=[CH:24][C:23](C(O)=O)=[N:22]2)=[CH:16][CH:15]=1)(=[O:7])=[O:6])(=[O:3])[CH3:2].CN([CH:35]=[O:36])C.CN(C(ON1N=NC2C=CC=NC1=2)=[N+](C)C)C.F[P-](F)(F)(F)(F)F.[NH2:61][C@H:62]([CH2:68][C:69]1[CH:74]=[CH:73][CH:72]=[CH:71][CH:70]=1)[C@@H:63]([OH:67])[C:64]([OH:66])=[O:65].Cl.CCN(C(C)C)C(C)C. (3) Given the product [Cl:14][C:15]([Cl:20])([Cl:19])[C:16]([C:3]1[C:4]2[C:5](=[CH:6][N:7]=[CH:8][CH:9]=2)[NH:1][CH:2]=1)=[O:17], predict the reactants needed to synthesize it. The reactants are: [NH:1]1[C:5]2=[CH:6][N:7]=[CH:8][CH:9]=[C:4]2[CH:3]=[CH:2]1.[Cl-].[Al+3].[Cl-].[Cl-].[Cl:14][C:15]([Cl:20])([Cl:19])[C:16](Cl)=[O:17].